This data is from Full USPTO retrosynthesis dataset with 1.9M reactions from patents (1976-2016). The task is: Predict the reactants needed to synthesize the given product. (1) Given the product [CH3:16][C:17]1[CH:24]=[CH:23][C:20]([C:21](=[NH:22])[NH:9][C:8]2[CH:10]=[CH:11][C:5]([S:2]([CH3:1])(=[O:3])=[O:4])=[CH:6][CH:7]=2)=[CH:19][CH:18]=1, predict the reactants needed to synthesize it. The reactants are: [CH3:1][S:2]([C:5]1[CH:11]=[CH:10][C:8]([NH2:9])=[CH:7][CH:6]=1)(=[O:4])=[O:3].C[Al](C)C.[CH3:16][C:17]1[CH:24]=[CH:23][C:20]([C:21]#[N:22])=[CH:19][CH:18]=1. (2) Given the product [CH2:32]([O:39][C:40]1[CH:45]=[C:44]([CH2:30][C@H:19]([NH:18][C:16]([O:15][CH2:8][C:9]2[CH:14]=[CH:13][CH:12]=[CH:11][CH:10]=2)=[O:17])[C:20]([O:22][CH2:23][C:24]2[CH:29]=[CH:28][CH:27]=[CH:26][CH:25]=2)=[O:21])[CH:43]=[CH:42][C:41]=1[OH:47])[C:33]1[CH:34]=[CH:35][CH:36]=[CH:37][CH:38]=1, predict the reactants needed to synthesize it. The reactants are: CN(C=O)C.II.[CH2:8]([O:15][C:16]([NH:18][C@@H:19]([CH2:30]I)[C:20]([O:22][CH2:23][C:24]1[CH:29]=[CH:28][CH:27]=[CH:26][CH:25]=1)=[O:21])=[O:17])[C:9]1[CH:14]=[CH:13][CH:12]=[CH:11][CH:10]=1.[CH2:32]([O:39][C:40]1[CH:45]=[C:44](I)[CH:43]=[CH:42][C:41]=1[OH:47])[C:33]1[CH:38]=[CH:37][CH:36]=[CH:35][CH:34]=1.